This data is from Reaction yield outcomes from USPTO patents with 853,638 reactions. The task is: Predict the reaction yield, written as a fraction of the theoretical maximum amount of product (1.0 means a 100% yield; for example, 0.34 means a 34% yield). The reactants are [OH:1][C:2]1[N:3]=[C:4]([CH3:24])[NH:5][C:6](=[O:23])[C:7]=1[CH2:8][C:9]1[CH:14]=[CH:13][C:12]([C:15]2[C:16]([C:21]#[N:22])=[CH:17][CH:18]=[CH:19][CH:20]=2)=[CH:11][CH:10]=1.C(=O)([O-])[O-].[Cs+].[Cs+].S(OCC)(O[CH2:35][CH3:36])(=O)=O.CN(C)C=O. The catalyst is C(OCC)(=O)C. The product is [CH2:35]([O:1][C:2]1[N:3]=[C:4]([CH3:24])[NH:5][C:6](=[O:23])[C:7]=1[CH2:8][C:9]1[CH:10]=[CH:11][C:12]([C:15]2[C:16]([C:21]#[N:22])=[CH:17][CH:18]=[CH:19][CH:20]=2)=[CH:13][CH:14]=1)[CH3:36]. The yield is 0.160.